This data is from Full USPTO retrosynthesis dataset with 1.9M reactions from patents (1976-2016). The task is: Predict the reactants needed to synthesize the given product. (1) Given the product [Cl:35][C:36]1[CH:37]=[C:38]2[C:42](=[CH:43][CH:44]=1)[N:41]([S:45]([C:48]1[CH:53]=[CH:52][C:51]([O:54][CH3:55])=[CH:50][C:49]=1[O:56][C:57]([F:60])([F:58])[F:59])(=[O:47])=[O:46])[C:40](=[O:61])[C:39]2([N:73]1[CH2:82][C@H:81]([OH:83])[CH2:80][C@H:74]1[C:75]([N:77]([CH3:79])[CH3:78])=[O:76])[C:62]1[CH:67]=[C:66]([CH2:68][CH:90]=[CH:86][CH2:87][CH2:88][OH:89])[CH:65]=[CH:64][C:63]=1[O:71][CH3:72], predict the reactants needed to synthesize it. The reactants are: [Br-].OCCC[P+](C1C=CC=CC=1)(C1C=CC=CC=1)C1C=CC=CC=1.C[Si]([N-][Si](C)(C)C)(C)C.[Li+].[Cl:35][C:36]1[CH:37]=[C:38]2[C:42](=[CH:43][CH:44]=1)[N:41]([S:45]([C:48]1[CH:53]=[CH:52][C:51]([O:54][CH3:55])=[CH:50][C:49]=1[O:56][C:57]([F:60])([F:59])[F:58])(=[O:47])=[O:46])[C:40](=[O:61])[C:39]2([N:73]1[CH2:82][C@H:81]([OH:83])[CH2:80][C@H:74]1[C:75]([N:77]([CH3:79])[CH3:78])=[O:76])[C:62]1[CH:67]=[C:66]([CH2:68]C=O)[CH:65]=[CH:64][C:63]=1[O:71][CH3:72].[NH4+].[Cl-].[CH2:86]1[CH2:90][O:89][CH2:88][CH2:87]1. (2) Given the product [Cl:1][C:2]1[CH:7]=[CH:6][CH:5]=[CH:4][C:3]=1[N:8]([CH3:20])[C:9]1[CH:14]=[CH:13][CH:12]=[CH:11][C:10]=1[N+:15]([O-:17])=[O:16], predict the reactants needed to synthesize it. The reactants are: [Cl:1][C:2]1[CH:7]=[CH:6][CH:5]=[CH:4][C:3]=1[NH:8][C:9]1[CH:14]=[CH:13][CH:12]=[CH:11][C:10]=1[N+:15]([O-:17])=[O:16].[OH-].[K+].[CH3:20]OS(OC)(=O)=O.[OH-].[Na+].